This data is from Reaction yield outcomes from USPTO patents with 853,638 reactions. The task is: Predict the reaction yield, written as a fraction of the theoretical maximum amount of product (1.0 means a 100% yield; for example, 0.34 means a 34% yield). (1) The reactants are [I:1][C:2]1[CH:10]=[CH:9][C:5](C(O)=O)=[C:4]([NH:11][S:12]([C:15]2[C:16]3[N:17]=[CH:18][CH:19]=[N:20][C:21]=3[CH:22]=[CH:23][CH:24]=2)(=[O:14])=[O:13])[CH:3]=1.N[C:26]1[CH:34]=[C:33](I)[CH:32]=[CH:31][C:27]=1[C:28](O)=O.[N:36]1[C:45]2C=CC=C(S(Cl)(=O)=O)C=2N=C[CH:37]=1.[C:50]([O-:53])([O-])=[O:51].[Na+].[Na+].[ClH:56].[OH2:57]. No catalyst specified. The product is [Cl:56][C:33]1[CH:32]=[CH:31][C:27]([CH2:28][C@@H:45]([NH:36][C:37](=[O:57])[C:5]2[CH:9]=[CH:10][C:2]([I:1])=[CH:3][C:4]=2[NH:11][S:12]([C:15]2[C:16]3[N:17]=[CH:18][CH:19]=[N:20][C:21]=3[CH:22]=[CH:23][CH:24]=2)(=[O:14])=[O:13])[C:50]([OH:53])=[O:51])=[CH:26][CH:34]=1. The yield is 0.980. (2) The reactants are [CH2:1]([O:3][C:4]([C:6]1[S:7][C:8]([CH2:14][CH3:15])=[C:9]([C:12]#[N:13])[C:10]=1I)=[O:5])[CH3:2].[Br:16][C:17]1[CH:22]=[CH:21][C:20](B(O)O)=[CH:19][CH:18]=1.C(=O)([O-])[O-].[Na+].[Na+]. The catalyst is C(#N)C.O.CC1C=CC=CC=1[P](C1C=CC=CC=1C)([Pd](Cl)(Cl)[P](C1=C(C)C=CC=C1)(C1C=CC=CC=1C)C1C=CC=CC=1C)C1C=CC=CC=1C. The product is [CH2:1]([O:3][C:4]([C:6]1[S:7][C:8]([CH2:14][CH3:15])=[C:9]([C:12]#[N:13])[C:10]=1[C:20]1[CH:21]=[CH:22][C:17]([Br:16])=[CH:18][CH:19]=1)=[O:5])[CH3:2]. The yield is 0.904. (3) The reactants are [CH2:1]([O:3][C:4]([C:6]1([NH:11][C:12]([CH:14]2[CH2:18][CH:17]([O:19][C:20]3[C:29]4[C:24](=[C:25]([CH3:32])[C:26]([O:30][CH3:31])=[CH:27][CH:28]=4)[N:23]=[C:22]([C:33]4[CH:38]=[CH:37][CH:36]=[C:35]([CH3:39])[N:34]=4)[CH:21]=3)[CH2:16][CH:15]2[C:40](=[O:49])[N:41]([CH2:43][CH2:44][CH2:45][CH2:46]C=C)[CH3:42])=[O:13])[CH2:8][CH:7]1[CH:9]=[CH2:10])=[O:5])[CH3:2]. The catalyst is ClCCCl. The product is [CH2:1]([O:3][C:4]([C:6]12[CH2:8][CH:7]1[CH:9]=[CH:10][CH2:46][CH2:45][CH2:44][CH2:43][N:41]([CH3:42])[C:40](=[O:49])[CH:15]1[CH:14]([CH2:18][CH:17]([O:19][C:20]3[C:29]4[C:24](=[C:25]([CH3:32])[C:26]([O:30][CH3:31])=[CH:27][CH:28]=4)[N:23]=[C:22]([C:33]4[CH:38]=[CH:37][CH:36]=[C:35]([CH3:39])[N:34]=4)[CH:21]=3)[CH2:16]1)[C:12](=[O:13])[NH:11]2)=[O:5])[CH3:2]. The yield is 0.580.